Task: Predict the reactants needed to synthesize the given product.. Dataset: Full USPTO retrosynthesis dataset with 1.9M reactions from patents (1976-2016) (1) Given the product [C:1]([NH:9][C:10]1[N:18]=[CH:17][N:16]=[C:15]2[C:11]=1[N:12]=[CH:13][N:14]2[CH2:22][C:23]([O:25][CH2:26][CH3:27])=[O:24])(=[O:8])[C:2]1[CH:7]=[CH:6][CH:5]=[CH:4][CH:3]=1, predict the reactants needed to synthesize it. The reactants are: [C:1]([NH:9][C:10]1[N:18]=[CH:17][N:16]=[C:15]2[C:11]=1[NH:12][CH:13]=[N:14]2)(=[O:8])[C:2]1[CH:7]=[CH:6][CH:5]=[CH:4][CH:3]=1.[H-].[Na+].Br[CH2:22][C:23]([O:25][CH2:26][CH3:27])=[O:24]. (2) Given the product [F:21][CH:2]([F:1])[O:3][C:4]1[CH:9]=[C:8]([N:10]2[CH:14]=[C:13]([CH3:15])[N:12]=[CH:11]2)[C:7]([NH2:16])=[C:6]([O:19][CH3:20])[CH:5]=1, predict the reactants needed to synthesize it. The reactants are: [F:1][CH:2]([F:21])[O:3][C:4]1[CH:5]=[C:6]([O:19][CH3:20])[C:7]([N+:16]([O-])=O)=[C:8]([N:10]2[CH:14]=[C:13]([CH3:15])[N:12]=[CH:11]2)[CH:9]=1.C1COCC1.C([O-])=O.[NH4+]. (3) Given the product [CH3:1][C:2]1([C:7]23[CH2:14][CH:13]4[CH2:15][C:9]([CH2:16][OH:17])([CH2:10][CH:11]2[CH2:12]4)[CH2:8]3)[O:3][CH2:4][CH2:5][O:6]1, predict the reactants needed to synthesize it. The reactants are: [CH3:1][C:2]1([C:7]23[CH2:14][CH:13]4[CH2:15][C:9]([C:16](OC)=[O:17])([CH2:10][CH:11]2[CH2:12]4)[CH2:8]3)[O:6][CH2:5][CH2:4][O:3]1.[H-].[H-].[H-].[H-].[Li+].[Al+3]. (4) Given the product [F:26][C:27]([F:38])([F:39])[C:28]1[CH:29]=[CH:30][C:31]([CH2:34][C:35]([NH:1][C:2]2[CH:3]=[C:4]([C:8]3[C:16]4[C:11](=[CH:12][CH:13]=[C:14]([C:17]([NH2:19])=[O:18])[CH:15]=4)[NH:10][N:9]=3)[CH:5]=[CH:6][CH:7]=2)=[O:36])=[CH:32][CH:33]=1, predict the reactants needed to synthesize it. The reactants are: [NH2:1][C:2]1[CH:3]=[C:4]([C:8]2[C:16]3[C:11](=[CH:12][CH:13]=[C:14]([C:17]([NH2:19])=[O:18])[CH:15]=3)[N:10](C3CCCCO3)[N:9]=2)[CH:5]=[CH:6][CH:7]=1.[F:26][C:27]([F:39])([F:38])[C:28]1[CH:33]=[CH:32][C:31]([CH2:34][C:35](O)=[O:36])=[CH:30][CH:29]=1.CCN=C=NCCCN(C)C. (5) Given the product [CH3:1][O:2][C:3]1[C:4](=[O:25])[C:5]([CH3:24])=[C:6]([CH2:12][C:13]2[CH:14]=[CH:15][C:16]([CH:19]=[CH:20][C:21]([N:26]3[CH2:31][CH2:30][CH2:29][CH2:28][CH2:27]3)=[O:23])=[CH:17][CH:18]=2)[C:7](=[O:11])[C:8]=1[O:9][CH3:10], predict the reactants needed to synthesize it. The reactants are: [CH3:1][O:2][C:3]1[C:4](=[O:25])[C:5]([CH3:24])=[C:6]([CH2:12][C:13]2[CH:18]=[CH:17][C:16]([CH:19]=[CH:20][C:21]([OH:23])=O)=[CH:15][CH:14]=2)[C:7](=[O:11])[C:8]=1[O:9][CH3:10].[NH:26]1[CH2:31][CH2:30][CH2:29][CH2:28][CH2:27]1. (6) Given the product [N:29]1[C:33]2[CH:34]=[CH:35][CH:36]=[CH:37][C:32]=2[NH:31][C:30]=1[S:38][CH2:39][CH2:40][N:41]1[CH2:46][CH2:45][N:44]([CH2:23][C:22]([NH:21][C:20]2[C:15]([S:14][CH3:13])=[N:16][C:17]([CH3:28])=[CH:18][C:19]=2[S:26][CH3:27])=[O:25])[CH2:43][CH2:42]1, predict the reactants needed to synthesize it. The reactants are: N(C(OCC)=O)=NC(OCC)=O.[CH3:13][S:14][C:15]1[C:20]([NH:21][C:22](=[O:25])[CH2:23]O)=[C:19]([S:26][CH3:27])[CH:18]=[C:17]([CH3:28])[N:16]=1.[N:29]1[C:33]2[CH:34]=[CH:35][CH:36]=[CH:37][C:32]=2[NH:31][C:30]=1[S:38][CH2:39][CH2:40][N:41]1[CH2:46][CH2:45][NH:44][CH2:43][CH2:42]1.C1(P(C2C=CC=CC=2)C2C=CC=CC=2)C=CC=CC=1.